Dataset: HIV replication inhibition screening data with 41,000+ compounds from the AIDS Antiviral Screen. Task: Binary Classification. Given a drug SMILES string, predict its activity (active/inactive) in a high-throughput screening assay against a specified biological target. (1) The drug is Nc1ncnc2c1ncn2C1C=CC(=O)CC1. The result is 0 (inactive). (2) The compound is N#Cc1c2nc3ccccc3nc2n2ccc3ccccc3c12. The result is 0 (inactive). (3) The result is 0 (inactive). The molecule is O=C(CNc1ccccc1[N+](=O)[O-])Nn1cnc2ccc(S(=O)(=O)Nc3ccccc3[N+](=O)[O-])cc2c1=O. (4) The molecule is CC(=O)C(C(=O)C(C)(C)C)C(=O)C(C)(C)C. The result is 0 (inactive). (5) The compound is CC(C)OC(=S)SSSC(=S)OC(C)C. The result is 0 (inactive). (6) The molecule is COc1ccc2c(c1)C1=NCCN(CCN(C)C)c3ccc([N+](=O)[O-])c(c31)N2. The result is 0 (inactive).